From a dataset of Drug-target binding data from BindingDB using IC50 measurements. Regression. Given a target protein amino acid sequence and a drug SMILES string, predict the binding affinity score between them. We predict pIC50 (pIC50 = -log10(IC50 in M); higher means more potent). Dataset: bindingdb_ic50. (1) The target protein (P04792) has sequence MTERRVPFSLLRGPSWDPFRDWYPHSRLFDQAFGLPRLPEEWSQWLGGSSWPGYVRPLPPAAIESPAVAAPAYSRALSRQLSSGVSEIRHTADRWRVSLDVNHFAPDELTVKTKDGVVEITGKHEERQDEHGYISRCFTRKYTLPPGVDPTQVSSSLSPEGTLTVEAPMPKLATQSNEITIPVTFESRAQLGGPEAAKSDETAAK. The pIC50 is 7.3. The drug is Cc1ccc(C(=O)NC2CC2)cc1-c1ccc(C(=O)NCC2CC2)cc1. (2) The compound is c1ccc(Cn2cc(CCCOc3ccccc3)nn2)cc1. The target protein (O88420) has sequence MAARLLAPPGPDSFKPFTPESLANIERRIAESKLKKPPKADGSHREDDEDSKPKPNSDLEAGKSLPFIYGDIPQGLVAVPLEDFDPYYLTQKTFVVLNRGKTLFRFSATPALYILSPFNLIRRIAIKILIHSVFSMIIMCTILTNCVFMTFSNPPEWSKNVEYTFTGIYTFESLVKIIARGFCIDGFTFLRDPWNWLDFSVIMMAYVTEFVDLGNVSALRTFRVLRALKTISVIPGLKTIVGALIQSVKKLSDVMILTVFCLSVFALIGLQLFMGNLRNKCVVWPINFNESYLENGTRGFDWEEYINNKTNFYMVPGMLEPLLCGNSSDAGQCPEGFQCMKAGRNPNYGYTSFDTFSWAFLALFRLMTQDYWENLYQLTLRAAGKTYMIFFVLVIFVGSFYLVNLILAVVAMAYEEQNQATLEEAEQKEAEFKAMLEQLKKQQEEAQAAAMATSAGTVSEDAIEEEGEDGVGSPRSSSELSKLSSKSAKERRNRRKKRKQ.... The pIC50 is 4.5. (3) The small molecule is Nc1cc2c(Nc3ccc4nc(Cc5ccccc5)[nH]c4c3)ncnc2cn1. The target protein (P06494) has sequence MELAAWCRWGFLLALLPPGIAGTQVCTGTDMKLRLPASPETHLDMLRHLYQGCQVVQGNLELTYVPANASLSFLQDIQEVQGYMLIAHNQVKRVPLQRLRIVRGTQLFEDKYALAVLDNRDPQDNVAASTPGRTPEGLRELQLRSLTEILKGGVLIRGNPQLCYQDMVLWKDVFRKNNQLAPVDIDTNRSRACPPCAPACKDNHCWGESPEDCQILTGTICTSGCARCKGRLPTDCCHEQCAAGCTGPKHSDCLACLHFNHSGICELHCPALVTYNTDTFESMHNPEGRYTFGASCVTTCPYNYLSTEVGSCTLVCPPNNQEVTAEDGTQRCEKCSKPCARVCYGLGMEHLRGARAITSDNVQEFDGCKKIFGSLAFLPESFDGDPSSGIAPLRPEQLQVFETLEEITGYLYISAWPDSLRDLSVFQNLRIIRGRILHDGAYSLTLQGLGIHSLGLRSLRELGSGLALIHRNAHLCFVHTVPWDQLFRNPHQALLHSGNR.... The pIC50 is 7.3. (4) The small molecule is C[C@H](NC(=O)[C@@H](N)Cc1ccccc1)C(N)=O. The target protein (P46059) has sequence MGMSKSHSFFGYPLSIFFIVVNEFCERFSYYGMRAILILYFTNFISWDDNLSTAIYHTFVALCYLTPILGALIADSWLGKFKTIVSLSIVYTIGQAVTSVSSINDLTDHNHDGTPDSLPVHVVLSLIGLALIALGTGGIKPCVSAFGGDQFEEGQEKQRNRFFSIFYLAINAGSLLSTIITPMLRVQQCGIHSKQACYPLAFGVPAALMAVALIVFVLGSGMYKKFKPQGNIMGKVAKCIGFAIKNRFRHRSKAFPKREHWLDWAKEKYDERLISQIKMVTRVMFLYIPLPMFWALFDQQGSRWTLQATTMSGKIGALEIQPDQMQTVNAILIVIMVPIFDAVLYPLIAKCGFNFTSLKKMAVGMVLASMAFVVAAIVQVEIDKTLPVFPKGNEVQIKVLNIGNNTMNISLPGEMVTLGPMSQTNAFMTFDVNKLTRINISSPGSPVTAVTDDFKQGQRHTLLVWAPNHYQVVKDGLNQKPEKGENGIRFVNTFNELITI.... The pIC50 is 2.5.